This data is from Full USPTO retrosynthesis dataset with 1.9M reactions from patents (1976-2016). The task is: Predict the reactants needed to synthesize the given product. (1) Given the product [I:1][C:2]1[CH:8]=[CH:7][C:5]([NH:6][S:17]([CH3:16])(=[O:19])=[O:18])=[CH:4][C:3]=1[CH3:9], predict the reactants needed to synthesize it. The reactants are: [I:1][C:2]1[CH:8]=[CH:7][C:5]([NH2:6])=[CH:4][C:3]=1[CH3:9].N1C=CC=CC=1.[CH3:16][S:17](Cl)(=[O:19])=[O:18]. (2) Given the product [NH2:1][C@@H:2]1[CH2:7][CH2:6][CH2:5][N:4]([C:8]2[N:13]([CH2:14][C:15]3[CH:22]=[CH:21][CH:20]=[CH:19][C:16]=3[C:17]#[N:18])[C:12](=[O:23])[N:11]([CH2:24][C:36]3[CH:41]=[CH:40][CH:39]=[CH:38][C:37]=3[C:42]#[N:43])[C:10](=[O:33])[CH:9]=2)[CH2:3]1, predict the reactants needed to synthesize it. The reactants are: [NH2:1][C@@H:2]1[CH2:7][CH2:6][CH2:5][N:4]([C:8]2[N:13]([CH2:14][C:15]3[CH:22]=[CH:21][CH:20]=[CH:19][C:16]=3[C:17]#[N:18])[C:12](=[O:23])[N:11]([CH2:24]C3C=CC=C(C#N)C=3)[C:10](=[O:33])[CH:9]=2)[CH2:3]1.BrC[C:36]1[C:37]([C:42]#[N:43])=[CH:38][CH:39]=[CH:40][CH:41]=1. (3) Given the product [CH:21]1([CH2:20][N:17]2[C:16]3[CH:24]=[CH:25][C:13]([C:10]4[CH:11]=[CH:12][C:7]([CH2:6][NH:31][CH2:32][C:33]([O:35][CH2:36][CH3:37])=[O:34])=[CH:8][CH:9]=4)=[C:14]([C:26]([F:29])([F:27])[F:28])[C:15]=3[N:19]=[N:18]2)[CH2:23][CH2:22]1, predict the reactants needed to synthesize it. The reactants are: CS(O[CH2:6][C:7]1[CH:12]=[CH:11][C:10]([C:13]2[CH:25]=[CH:24][C:16]3[N:17]([CH2:20][CH:21]4[CH2:23][CH2:22]4)[N:18]=[N:19][C:15]=3[C:14]=2[C:26]([F:29])([F:28])[F:27])=[CH:9][CH:8]=1)(=O)=O.Cl.[NH2:31][CH2:32][C:33]([O:35][CH2:36][CH3:37])=[O:34].C(=O)([O-])[O-].[Cs+].[Cs+]. (4) The reactants are: F[C:2]1[CH:11]=[CH:10][C:9]([N+:12]([O-:14])=[O:13])=[CH:8][C:3]=1[C:4]([O:6][CH3:7])=[O:5].[CH2:15]([NH2:17])[CH3:16].C(=O)([O-])[O-].[K+].[K+]. Given the product [CH2:15]([NH:17][C:2]1[CH:11]=[CH:10][C:9]([N+:12]([O-:14])=[O:13])=[CH:8][C:3]=1[C:4]([O:6][CH3:7])=[O:5])[CH3:16], predict the reactants needed to synthesize it.